From a dataset of Forward reaction prediction with 1.9M reactions from USPTO patents (1976-2016). Predict the product of the given reaction. (1) The product is: [Cl:1][C:2]1[CH:3]=[C:4]2[C:8](=[CH:9][CH:10]=1)[NH:7][C:6]([C:11]([O:13][CH3:19])=[O:12])=[CH:5]2. Given the reactants [Cl:1][C:2]1[CH:3]=[C:4]2[C:8](=[CH:9][CH:10]=1)[NH:7][C:6]([C:11]([OH:13])=[O:12])=[CH:5]2.S(=O)(=O)(O)O.[CH3:19]O, predict the reaction product. (2) Given the reactants Br[C:2]1[CH:3]=[CH:4][C:5]2[NH:6][C:7]3[C:12]([C:13]=2[CH:14]=1)=[CH:11][CH:10]=[CH:9][CH:8]=3.[C:15]1([N:21]2[C:33]3[CH:32]=[CH:31][C:30](B(O)O)=[CH:29][C:28]=3[C:27]3[C:22]2=[CH:23][CH:24]=[CH:25][CH:26]=3)[CH:20]=[CH:19][CH:18]=[CH:17][CH:16]=1.C(=O)([O-])[O-].[K+].[K+], predict the reaction product. The product is: [C:15]1([N:21]2[C:33]3[CH:32]=[CH:31][C:30]([C:2]4[CH:3]=[CH:4][C:5]5[NH:6][C:7]6[C:12]([C:13]=5[CH:14]=4)=[CH:11][CH:10]=[CH:9][CH:8]=6)=[CH:29][C:28]=3[C:27]3[C:22]2=[CH:23][CH:24]=[CH:25][CH:26]=3)[CH:20]=[CH:19][CH:18]=[CH:17][CH:16]=1. (3) Given the reactants C([C@H:3]([S:7]([C:36]1[CH:41]=[CH:40][CH:39]=[CH:38][CH:37]=1)(=[N:9][C:10]([C:12]1[CH:13]=[N:14][CH:15]=[C:16]([C:18]#[C:19][C:20]2[CH:25]=[CH:24][CH:23]=[C:22]([NH:26][C:27]([C:29]3[N:33]([CH3:34])[N:32]=[C:31]([CH3:35])[CH:30]=3)=[O:28])[CH:21]=2)[CH:17]=1)=[O:11])=[O:8])[C:4]([O-:6])=O)C.[NH2:42][CH2:43][CH:44]([OH:47])[CH2:45][OH:46], predict the reaction product. The product is: [OH:47][CH:44]([CH2:45][OH:46])[CH2:43][NH:42][C:4](=[O:6])[CH2:3][S:7](=[O:8])([C:36]1[CH:41]=[CH:40][CH:39]=[CH:38][CH:37]=1)=[N:9][C:10](=[O:11])[C:12]1[CH:17]=[C:16]([C:18]#[C:19][C:20]2[CH:25]=[CH:24][CH:23]=[C:22]([NH:26][C:27]([C:29]3[N:33]([CH3:34])[N:32]=[C:31]([CH3:35])[CH:30]=3)=[O:28])[CH:21]=2)[CH:15]=[N:14][CH:13]=1. (4) Given the reactants [CH3:1][Si:2]([CH3:18])([CH3:17])[CH2:3][CH2:4][O:5][CH2:6][O:7][C:8]1[CH:16]=[CH:15][C:11]([C:12]([OH:14])=O)=[CH:10][CH:9]=1.Cl.[NH2:20][CH2:21][C:22]1([OH:36])[CH2:27][CH2:26][CH:25]([O:28][CH2:29][C:30]2[CH:35]=[CH:34][CH:33]=[CH:32][CH:31]=2)[CH2:24][CH2:23]1.CCN(CC)CC.CCN=C=NCCCN(C)C.C1C=CC2N(O)N=NC=2C=1.O, predict the reaction product. The product is: [CH2:29]([O:28][CH:25]1[CH2:24][CH2:23][C:22]([CH2:21][NH:20][C:12](=[O:14])[C:11]2[CH:10]=[CH:9][C:8]([O:7][CH2:6][O:5][CH2:4][CH2:3][Si:2]([CH3:1])([CH3:18])[CH3:17])=[CH:16][CH:15]=2)([OH:36])[CH2:27][CH2:26]1)[C:30]1[CH:31]=[CH:32][CH:33]=[CH:34][CH:35]=1. (5) The product is: [CH3:24][CH:25]([CH3:31])/[CH:26]=[CH:27]/[C:28]([N:1]1[CH2:2][CH2:3][CH:4]([C:7]2[C:16]3[C:11](=[CH:12][CH:13]=[CH:14][CH:15]=3)[N:10]=[CH:9][CH:8]=2)[CH2:5][CH2:6]1)=[O:29]. Given the reactants [NH:1]1[CH2:6][CH2:5][CH:4]([C:7]2[C:16]3[C:11](=[CH:12][CH:13]=[CH:14][CH:15]=3)[N:10]=[CH:9][CH:8]=2)[CH2:3][CH2:2]1.C(N(CC)CC)C.[CH3:24][CH:25]([CH3:31])/[CH:26]=[CH:27]/[C:28](Cl)=[O:29], predict the reaction product.